From a dataset of Full USPTO retrosynthesis dataset with 1.9M reactions from patents (1976-2016). Predict the reactants needed to synthesize the given product. (1) Given the product [CH2:12]([O:11][CH2:7][C@@H:8]([OH:10])[CH2:9][CH3:4])[C:13]1[CH:18]=[CH:17][CH:16]=[CH:15][CH:14]=1, predict the reactants needed to synthesize it. The reactants are: C([Cu])#N.[CH3:4][Mg+].[Br-].[CH2:7]([O:11][CH2:12][C:13]1[CH:18]=[CH:17][CH:16]=[CH:15][CH:14]=1)[C@H:8]1[O:10][CH2:9]1. (2) Given the product [OH:1][CH2:2][CH2:3][CH2:4][CH2:5][NH:6][S:7]([C:10]1[CH:15]=[CH:14][C:13]([C:22]2[CH:23]=[CH:24][C:19]([C:18]([F:29])([F:28])[F:17])=[CH:20][CH:21]=2)=[CH:12][CH:11]=1)(=[O:9])=[O:8], predict the reactants needed to synthesize it. The reactants are: [OH:1][CH2:2][CH2:3][CH2:4][CH2:5][NH:6][S:7]([C:10]1[CH:15]=[CH:14][C:13](Br)=[CH:12][CH:11]=1)(=[O:9])=[O:8].[F:17][C:18]([F:29])([F:28])[C:19]1[CH:24]=[CH:23][C:22](B(O)O)=[CH:21][CH:20]=1.C([O-])([O-])=O.[Na+].[Na+]. (3) The reactants are: [O:1]=[C:2]1[C:6]2[CH:7]=[CH:8][C:9]([CH2:11][CH:12]=O)=[CH:10][C:5]=2[CH2:4][O:3]1.[N:14]1([CH:20]2[CH2:29][CH2:28][C:27]3[CH:26]=[C:25]([C:30]#[N:31])[CH:24]=[CH:23][C:22]=3[CH2:21]2)[CH2:19][CH2:18][NH:17][CH2:16][CH2:15]1. Given the product [O:1]=[C:2]1[C:6]2[CH:7]=[CH:8][C:9]([CH2:11][CH2:12][N:17]3[CH2:16][CH2:15][N:14]([CH:20]4[CH2:29][CH2:28][C:27]5[CH:26]=[C:25]([C:30]#[N:31])[CH:24]=[CH:23][C:22]=5[CH2:21]4)[CH2:19][CH2:18]3)=[CH:10][C:5]=2[CH2:4][O:3]1, predict the reactants needed to synthesize it. (4) Given the product [CH2:25]([O:24][C:18](=[O:23])/[CH:19]=[C:20](/[NH:16][C:13]1[CH:14]=[CH:15][C:10]([CH2:9][CH2:8][NH:7][C:6]([O:5][C:1]([CH3:4])([CH3:2])[CH3:3])=[O:17])=[CH:11][C:12]=1[CH3:32])\[CH3:22])[C:26]1[CH:31]=[CH:30][CH:29]=[CH:28][CH:27]=1, predict the reactants needed to synthesize it. The reactants are: [C:1]([O:5][C:6](=[O:17])[NH:7][CH2:8][CH2:9][C:10]1[CH:15]=[CH:14][C:13]([NH2:16])=[CH:12][CH:11]=1)([CH3:4])([CH3:3])[CH3:2].[C:18]([O:24][CH2:25][C:26]1[CH:31]=[CH:30][CH:29]=[CH:28][CH:27]=1)(=[O:23])[CH2:19][C:20]([CH3:22])=O.[C:32]1(C)C=CC=CC=1. (5) Given the product [Cl:1][C:2]1[CH:7]=[CH:6][CH:5]=[C:4]([Cl:8])[C:3]=1[O:9][C:11]1[S:15][C:14]([C:16]([O:18][CH3:19])=[O:17])=[CH:13][C:12]=1[N+:20]([O-:22])=[O:21], predict the reactants needed to synthesize it. The reactants are: [Cl:1][C:2]1[CH:7]=[CH:6][CH:5]=[C:4]([Cl:8])[C:3]=1[OH:9].Cl[C:11]1[S:15][C:14]([C:16]([O:18][CH3:19])=[O:17])=[CH:13][C:12]=1[N+:20]([O-:22])=[O:21]. (6) The reactants are: Cl[CH2:2][C:3]1[CH:8]=[CH:7][CH:6]=[C:5]([N+:9]([O-:11])=[O:10])[CH:4]=1.[CH3:12][S-:13].[Na+]. Given the product [CH3:12][S:13][CH2:2][C:3]1[CH:8]=[CH:7][CH:6]=[C:5]([N+:9]([O-:11])=[O:10])[CH:4]=1, predict the reactants needed to synthesize it. (7) Given the product [CH3:1][C:2]1[O:6][C:5]([C:7]2([NH2:8])[CH2:10][CH2:9]2)=[N:4][CH:3]=1, predict the reactants needed to synthesize it. The reactants are: [CH3:1][C:2]1[O:6][C:5]([C:7]#[N:8])=[N:4][CH:3]=1.[CH2:9]([Mg]Br)[CH3:10].B(F)(F)F.[OH-].[Na+].